From a dataset of Full USPTO retrosynthesis dataset with 1.9M reactions from patents (1976-2016). Predict the reactants needed to synthesize the given product. (1) The reactants are: [F:1][C:2]1[CH:3]=[C:4]([CH:28]=[CH:29][C:30]=1[C:31]1[CH:36]=[CH:35][N:34]=[C:33]([CH3:37])[CH:32]=1)[CH2:5][NH:6][C:7]([C:9]1[CH:10]=[CH:11][C:12]([N:15]2[CH2:20][CH2:19][N:18](C(OC(C)(C)C)=O)[CH2:17][CH2:16]2)=[N:13][CH:14]=1)=[O:8].FC(F)(F)C(O)=O. Given the product [F:1][C:2]1[CH:3]=[C:4]([CH:28]=[CH:29][C:30]=1[C:31]1[CH:36]=[CH:35][N:34]=[C:33]([CH3:37])[CH:32]=1)[CH2:5][NH:6][C:7](=[O:8])[C:9]1[CH:10]=[CH:11][C:12]([N:15]2[CH2:20][CH2:19][NH:18][CH2:17][CH2:16]2)=[N:13][CH:14]=1, predict the reactants needed to synthesize it. (2) Given the product [O:31]1[CH:35]=[CH:5][C:6]([CH2:7][NH:8][CH2:9][CH2:10][NH:11][C:12]([C:14]2[S:15][CH:16]=[CH:17][C:18]=2[NH:19][C:20]2[CH:25]=[CH:24][N:23]=[C:22]3[NH:26][CH:27]=[CH:28][C:21]=23)=[O:13])=[CH:32]1, predict the reactants needed to synthesize it. The reactants are: COC1C=C[C:6]([CH2:7][NH:8][CH2:9][CH2:10][NH:11][C:12]([C:14]2[S:15][CH:16]=[CH:17][C:18]=2[NH:19][C:20]2[CH:25]=[CH:24][N:23]=[C:22]3[NH:26][CH:27]=[CH:28][C:21]=23)=[O:13])=[CH:5]C=1.[O:31]1[CH:35]=CC(C=O)=[CH:32]1. (3) Given the product [CH3:39][O:40][C:41](=[O:51])[CH2:42][C@@H:43]1[C@H:45]([C:46]([O:1][C@H:2]2[CH2:19][CH2:18][C@@:17]3([CH3:20])[C@@H:4]([CH2:5][CH2:6][C@:7]4([CH3:36])[C@@H:16]3[CH2:15][CH2:14][C@@:13]3([CH3:52])[C@@:8]4([CH3:35])[CH2:9][CH2:10][C@@:11]4([C:27]([N:29]5[CH2:34][CH2:33][CH2:32][CH2:31][CH2:30]5)=[O:28])[CH2:23][CH2:22][C@@H:21]([C:24]([CH3:26])=[CH2:25])[C@@H:12]43)[C:3]2([CH3:38])[CH3:37])=[O:47])[C:44]1([CH3:50])[CH3:49], predict the reactants needed to synthesize it. The reactants are: [OH:1][C@H:2]1[CH2:19][CH2:18][C@@:17]2([CH3:20])[C@@H:4]([CH2:5][CH2:6][C@:7]3([CH3:36])[C@@H:16]2[CH2:15][CH2:14][C@H:13]2[C@@:8]3([CH3:35])[CH2:9][CH2:10][C@@:11]3([C:27]([N:29]4[CH2:34][CH2:33][CH2:32][CH2:31][CH2:30]4)=[O:28])[CH2:23][CH2:22][C@@H:21]([C:24]([CH3:26])=[CH2:25])[C@@H:12]32)[C:3]1([CH3:38])[CH3:37].[CH3:39][O:40][C:41](=[O:51])[CH2:42][C@@H:43]1[C@H:45]([C:46](O)=[O:47])[C:44]1([CH3:50])[CH3:49].[CH3:52]CN(C(C)C)C(C)C.ClC1C=C(Cl)C=C(Cl)C=1C(Cl)=O. (4) Given the product [CH2:33]([NH:35][C:36]([N:22]1[CH2:23][CH2:24][CH2:25][N:19]([CH2:18][C:10]2[CH:9]=[C:8]([C:7]3[CH:6]=[CH:5][C:4]([OH:27])=[CH:3][C:2]=3[F:1])[N:13]=[C:12]3[NH:14][N:15]=[C:16]([CH3:17])[C:11]=23)[CH2:20][CH:21]1[CH3:26])=[O:37])[CH3:34], predict the reactants needed to synthesize it. The reactants are: [F:1][C:2]1[CH:3]=[C:4]([OH:27])[CH:5]=[CH:6][C:7]=1[C:8]1[N:13]=[C:12]2[NH:14][N:15]=[C:16]([CH3:17])[C:11]2=[C:10]([CH2:18][N:19]2[CH2:25][CH2:24][CH2:23][NH:22][CH:21]([CH3:26])[CH2:20]2)[CH:9]=1.C1COCC1.[CH2:33]([N:35]=[C:36]=[O:37])[CH3:34].CCN(C(C)C)C(C)C. (5) Given the product [NH2:26][C:27]1[C:32]([C:33]#[N:34])=[C:31]([NH:25][C@H:23]([C:14]2[N:13]([C@H:11]3[CH2:12][C@@H:9]([O:8][CH2:1][C:2]4[CH:3]=[CH:4][CH:5]=[CH:6][CH:7]=4)[CH2:10]3)[C:17]3[CH:18]=[C:19]([F:22])[CH:20]=[CH:21][C:16]=3[N:15]=2)[CH3:24])[N:30]=[CH:29][N:28]=1, predict the reactants needed to synthesize it. The reactants are: [CH2:1]([O:8][C@@H:9]1[CH2:12][C@H:11]([N:13]2[C:17]3[CH:18]=[C:19]([F:22])[CH:20]=[CH:21][C:16]=3[N:15]=[C:14]2[C@@H:23]([NH2:25])[CH3:24])[CH2:10]1)[C:2]1[CH:7]=[CH:6][CH:5]=[CH:4][CH:3]=1.[NH2:26][C:27]1[C:32]([C:33]#[N:34])=[C:31](Cl)[N:30]=[CH:29][N:28]=1.CCN(C(C)C)C(C)C.